From a dataset of Full USPTO retrosynthesis dataset with 1.9M reactions from patents (1976-2016). Predict the reactants needed to synthesize the given product. Given the product [CH2:1]([O:3][C:4]([C:6]1[CH:7]=[C:8]2[N:13]([C:14]=1[C:15]1[CH:20]=[CH:19][C:18]([F:21])=[CH:17][CH:16]=1)[CH:12]=[CH:11][C:10]([CH2:22][N:30]1[N:31]=[C:32]([C:34]([OH:41])([C:35]([F:38])([F:36])[F:37])[CH2:39][CH3:40])[O:33][C:29]1=[NH:28])=[CH:9]2)=[O:5])[CH3:2], predict the reactants needed to synthesize it. The reactants are: [CH2:1]([O:3][C:4]([C:6]1[CH:7]=[C:8]2[N:13]([C:14]=1[C:15]1[CH:20]=[CH:19][C:18]([F:21])=[CH:17][CH:16]=1)[CH:12]=[CH:11][C:10]([CH2:22]OS(C)(=O)=O)=[CH:9]2)=[O:5])[CH3:2].[NH2:28][C:29]1[O:33][C:32]([C:34]([OH:41])([CH2:39][CH3:40])[C:35]([F:38])([F:37])[F:36])=[N:31][N:30]=1.